Dataset: Full USPTO retrosynthesis dataset with 1.9M reactions from patents (1976-2016). Task: Predict the reactants needed to synthesize the given product. Given the product [N:36]1([C:25]([C:21]2[CH:20]=[C:19]([C:12]3[CH:11]=[C:10]4[C:15]([CH2:16][CH:17]([CH3:18])[N:8]([C:6]5[CH:5]=[C:4]([N:28]6[CH2:33][CH2:32][N:31]([CH3:34])[CH2:30][CH2:29]6)[N:3]=[C:2]([NH2:1])[N:7]=5)[CH2:9]4)=[CH:14][CH:13]=3)[CH:24]=[CH:23][N:22]=2)=[O:26])[CH2:39][CH2:38][CH2:37]1, predict the reactants needed to synthesize it. The reactants are: [NH2:1][C:2]1[N:7]=[C:6]([N:8]2[CH:17]([CH3:18])[CH2:16][C:15]3[C:10](=[CH:11][C:12]([C:19]4[CH:24]=[CH:23][N:22]=[C:21]([C:25](O)=[O:26])[CH:20]=4)=[CH:13][CH:14]=3)[CH2:9]2)[CH:5]=[C:4]([N:28]2[CH2:33][CH2:32][N:31]([CH3:34])[CH2:30][CH2:29]2)[N:3]=1.Cl.[NH:36]1[CH2:39][CH2:38][CH2:37]1.